Dataset: Reaction yield outcomes from USPTO patents with 853,638 reactions. Task: Predict the reaction yield, written as a fraction of the theoretical maximum amount of product (1.0 means a 100% yield; for example, 0.34 means a 34% yield). (1) The reactants are Cl[C:2]1[CH:7]=[CH:6][C:5]([N+:8]([O-:10])=[O:9])=[CH:4][CH:3]=1.[NH:11]1[CH2:16][CH2:15][O:14][CH2:13][CH2:12]1.C(=O)([O-])[O-].[K+].[K+]. The catalyst is CS(C)=O. The product is [N+:8]([C:5]1[CH:6]=[CH:7][C:2]([N:11]2[CH2:16][CH2:15][O:14][CH2:13][CH2:12]2)=[CH:3][CH:4]=1)([O-:10])=[O:9]. The yield is 0.600. (2) The reactants are [Cl:1][C:2]1[CH:26]=[CH:25][CH:24]=[CH:23][C:3]=1[C:4]([C:6]1[S:10][C:9]([NH:11][C:12](=[O:22])[CH:13]([C:16]2[CH:21]=[CH:20][CH:19]=[CH:18][CH:17]=2)[CH2:14][CH3:15])=[N:8][CH:7]=1)=[O:5].[BH4-].[Na+]. The catalyst is CO. The product is [Cl:1][C:2]1[CH:26]=[CH:25][CH:24]=[CH:23][C:3]=1[CH:4]([OH:5])[C:6]1[S:10][C:9]([NH:11][C:12](=[O:22])[CH:13]([C:16]2[CH:21]=[CH:20][CH:19]=[CH:18][CH:17]=2)[CH2:14][CH3:15])=[N:8][CH:7]=1. The yield is 0.450. (3) The reactants are C(Cl)(=O)C(Cl)=O.[CH2:7]([CH:11]([C:15]1[CH:20]=[C:19]([C:21]([F:24])([F:23])[F:22])[CH:18]=[C:17]([C:25]([F:28])([F:27])[F:26])[CH:16]=1)[C:12]([OH:14])=O)[CH2:8][CH:9]=[CH2:10].Cl.[O:30]=[C:31]1[CH2:36][CH2:35][C:34]([NH2:43])([C:37]2[CH:42]=[CH:41][CH:40]=[CH:39][CH:38]=2)[CH2:33][CH2:32]1.N1C=CC=CC=1. The catalyst is ClCCl.CN(C)C=O. The product is [CH2:7]([CH:11]([C:15]1[CH:16]=[C:17]([C:25]([F:27])([F:28])[F:26])[CH:18]=[C:19]([C:21]([F:24])([F:22])[F:23])[CH:20]=1)[C:12]([NH:43][C:34]1([C:37]2[CH:42]=[CH:41][CH:40]=[CH:39][CH:38]=2)[CH2:33][CH2:32][C:31](=[O:30])[CH2:36][CH2:35]1)=[O:14])[CH2:8][CH:9]=[CH2:10]. The yield is 0.520. (4) The reactants are Cl[CH2:2][C:3]1[N:12]([C:13]2[CH:18]=[CH:17][CH:16]=[CH:15][C:14]=2[Cl:19])[C:11](=[O:20])[C:10]2[C:5](=[CH:6][C:7]([O:23][CH3:24])=[C:8]([O:21][CH3:22])[CH:9]=2)[N:4]=1.O.[SH:26][C:27]1[N:35]=[CH:34][N:33]=[C:32]2[C:28]=1[NH:29][CH:30]=[N:31]2.C([O-])([O-])=O.[K+].[K+]. The catalyst is CN(C=O)C. The product is [Cl:19][C:14]1[CH:15]=[CH:16][CH:17]=[CH:18][C:13]=1[N:12]1[C:11](=[O:20])[C:10]2[C:5](=[CH:6][C:7]([O:23][CH3:24])=[C:8]([O:21][CH3:22])[CH:9]=2)[N:4]=[C:3]1[CH2:2][S:26][C:27]1[N:35]=[CH:34][N:33]=[C:32]2[C:28]=1[N:29]=[CH:30][NH:31]2. The yield is 0.650. (5) The reactants are [OH:1][C@H:2]1[CH2:7][CH2:6][C@H:5]([N:8]2[C:13](=[O:14])[C:12]([CH2:15][C:16]3[CH:21]=[CH:20][C:19]([C:22]4[C:23]([C:28]#[N:29])=[CH:24][CH:25]=[CH:26][CH:27]=4)=[CH:18][CH:17]=3)=[C:11]([CH2:30][CH2:31][CH3:32])[N:10]3[N:33]=[CH:34][N:35]=[C:9]23)[CH2:4][CH2:3]1.[CH3:36][S:37]([CH3:39])=O.C(OC(=O)C)(=O)C. The catalyst is O. The product is [CH3:36][S:37][CH2:39][O:1][C@H:2]1[CH2:7][CH2:6][C@H:5]([N:8]2[C:13](=[O:14])[C:12]([CH2:15][C:16]3[CH:21]=[CH:20][C:19]([C:22]4[C:23]([C:28]#[N:29])=[CH:24][CH:25]=[CH:26][CH:27]=4)=[CH:18][CH:17]=3)=[C:11]([CH2:30][CH2:31][CH3:32])[N:10]3[N:33]=[CH:34][N:35]=[C:9]23)[CH2:4][CH2:3]1. The yield is 0.590. (6) The reactants are [CH3:1][N:2]1[C:7](=[O:8])[CH2:6][C:5]2[CH:9]=[C:10]3[C:15](=[CH:16][C:4]=2[S:3]1(=[O:18])=[O:17])[CH2:14][CH2:13][CH2:12][CH2:11]3.[H-].[Na+].[H][H].[C:23]1([N:29]=[C:30]=[O:31])[CH:28]=[CH:27][CH:26]=[CH:25][CH:24]=1. The catalyst is O1CCCC1. The product is [CH3:1][N:2]1[C:7](=[O:8])[CH:6]([C:30]([NH:29][C:23]2[CH:28]=[CH:27][CH:26]=[CH:25][CH:24]=2)=[O:31])[C:5]2[CH:9]=[C:10]3[C:15](=[CH:16][C:4]=2[S:3]1(=[O:17])=[O:18])[CH2:14][CH2:13][CH2:12][CH2:11]3. The yield is 0.540.